Dataset: HIV replication inhibition screening data with 41,000+ compounds from the AIDS Antiviral Screen. Task: Binary Classification. Given a drug SMILES string, predict its activity (active/inactive) in a high-throughput screening assay against a specified biological target. (1) The result is 0 (inactive). The molecule is N#CCCN(CCC#N)C(=O)c1cccc(C(=O)N(CCC#N)CCC#N)c1. (2) The compound is CC1(C)OC(=O)C(=Cc2cccc(Cl)c2)C(=O)O1. The result is 0 (inactive). (3) The compound is CCCNCC(=O)OC1(CC)C(=O)OCc2c1cc1n(c2=O)Cc2cc3ccccc3nc2-1.Cl. The result is 0 (inactive). (4) The molecule is Cc1cccc(-c2nnc3sc(=Cc4ccc(N(C)C)cc4)c(=O)n23)c1. The result is 0 (inactive). (5) The molecule is Nc1cccc(S(=O)(=O)N(CC(=O)O)c2ccccc2)c1. The result is 0 (inactive).